This data is from Full USPTO retrosynthesis dataset with 1.9M reactions from patents (1976-2016). The task is: Predict the reactants needed to synthesize the given product. (1) Given the product [C:62]([O:61][C:60](=[O:66])[NH:59][C@@H:52]1[CH2:53][CH2:54][CH2:55][C:56]([F:58])([F:57])[C@@H:51]1[NH:50][C:19]([C:15]1[S:16][C:17]([CH3:18])=[C:13]([C:12]2[CH:11]=[N:10][N:8]3[CH:9]=[C:4]([O:3][CH:2]([F:1])[F:22])[CH:5]=[N:6][C:7]=23)[CH:14]=1)=[O:20])([CH3:65])([CH3:63])[CH3:64], predict the reactants needed to synthesize it. The reactants are: [F:1][CH:2]([F:22])[O:3][C:4]1[CH:5]=[N:6][C:7]2[N:8]([N:10]=[CH:11][C:12]=2[C:13]2[CH:14]=[C:15]([C:19](O)=[O:20])[S:16][C:17]=2[CH3:18])[CH:9]=1.F[P-](F)(F)(F)(F)F.N1(O[P+](N(C)C)(N(C)C)N(C)C)C2C=CC=CC=2N=N1.[NH2:50][C@H:51]1[C:56]([F:58])([F:57])[CH2:55][CH2:54][CH2:53][C@H:52]1[NH:59][C:60](=[O:66])[O:61][C:62]([CH3:65])([CH3:64])[CH3:63].C(N(C(C)C)CC)(C)C. (2) Given the product [NH2:1][C:2]1[C:7]([F:8])=[C:6]([C:17]2[CH:18]=[CH:19][C:14]([Cl:13])=[C:15]([O:27][CH3:28])[C:16]=2[F:26])[N:5]=[C:4]([C:10]#[N:11])[C:3]=1[Cl:12], predict the reactants needed to synthesize it. The reactants are: [NH2:1][C:2]1[C:7]([F:8])=[C:6](Cl)[N:5]=[C:4]([C:10]#[N:11])[C:3]=1[Cl:12].[Cl:13][C:14]1[CH:19]=[CH:18][C:17](B2OCCCO2)=[C:16]([F:26])[C:15]=1[O:27][CH3:28].[F-].[K+].C(#N)C. (3) Given the product [C:17]1([C:2]2[CH:7]=[C:6]([CH:8]3[CH2:13][NH:12][S:11](=[O:15])(=[O:14])[NH:10][CH2:9]3)[CH:5]=[CH:4][C:3]=2[NH2:16])[CH2:22][CH2:21][CH2:20][CH2:19][CH:18]=1, predict the reactants needed to synthesize it. The reactants are: Br[C:2]1[CH:7]=[C:6]([CH:8]2[CH2:13][NH:12][S:11](=[O:15])(=[O:14])[NH:10][CH2:9]2)[CH:5]=[CH:4][C:3]=1[NH2:16].[C:17]1(B(O)O)[CH2:22][CH2:21][CH2:20][CH2:19][CH:18]=1. (4) Given the product [CH2:14]([N:1]1[CH2:6][CH2:5][O:4][C@H:3]([C:7]2[CH:8]=[CH:9][C:10]([NH2:13])=[N:11][CH:12]=2)[CH2:2]1)[CH2:15][CH2:16][CH2:17][CH3:18], predict the reactants needed to synthesize it. The reactants are: [NH:1]1[CH2:6][CH2:5][O:4][C@H:3]([C:7]2[CH:8]=[CH:9][C:10]([NH2:13])=[N:11][CH:12]=2)[CH2:2]1.[CH:14](=O)[CH2:15][CH2:16][CH2:17][CH3:18].C(O[BH-](OC(=O)C)OC(=O)C)(=O)C.[Na+]. (5) Given the product [C:1]([O:5][C:6]([N:8]1[CH2:13][CH2:12][C:11]2[N:14]([CH3:17])[C:15]([Br:26])=[CH:16][C:10]=2[C:9]1=[O:18])=[O:7])([CH3:4])([CH3:3])[CH3:2], predict the reactants needed to synthesize it. The reactants are: [C:1]([O:5][C:6]([N:8]1[CH2:13][CH2:12][C:11]2[N:14]([CH3:17])[CH:15]=[CH:16][C:10]=2[C:9]1=[O:18])=[O:7])([CH3:4])([CH3:3])[CH3:2].C1C(=O)N([Br:26])C(=O)C1. (6) The reactants are: CN(C(ON1N=NC2C=CC=NC1=2)=[N+](C)C)C.F[P-](F)(F)(F)(F)F.[CH3:25][O:26][C:27]1[CH:32]=[CH:31][C:30]([F:33])=[CH:29][C:28]=1[N:34]1[CH2:39][CH2:38][NH:37][CH2:36][CH2:35]1.[Cl:40][C:41]1[C:42]([C:51]([F:54])([F:53])[F:52])=[N:43][N:44]([CH2:47][C:48](O)=[O:49])[C:45]=1[CH3:46]. Given the product [Cl:40][C:41]1[C:42]([C:51]([F:53])([F:52])[F:54])=[N:43][N:44]([CH2:47][C:48]([N:37]2[CH2:38][CH2:39][N:34]([C:28]3[CH:29]=[C:30]([F:33])[CH:31]=[CH:32][C:27]=3[O:26][CH3:25])[CH2:35][CH2:36]2)=[O:49])[C:45]=1[CH3:46], predict the reactants needed to synthesize it.